This data is from Full USPTO retrosynthesis dataset with 1.9M reactions from patents (1976-2016). The task is: Predict the reactants needed to synthesize the given product. (1) Given the product [C:1]([C:3]1[C:4]([NH:44][CH2:45][CH2:46][O:47][CH3:48])=[CH:5][C:6]([NH:9][C:10]([N:12]2[C:21]3[C:16](=[CH:17][C:18]([CH2:27][N:28]4[CH2:33][CH2:32][NH:31][CH2:30][C:29]4=[O:43])=[C:19]([CH:22]([O:25][CH3:26])[O:23][CH3:24])[N:20]=3)[CH2:15][CH2:14][CH2:13]2)=[O:11])=[N:7][CH:8]=1)#[N:2], predict the reactants needed to synthesize it. The reactants are: [C:1]([C:3]1[C:4]([NH:44][CH2:45][CH2:46][O:47][CH3:48])=[CH:5][C:6]([NH:9][C:10]([N:12]2[C:21]3[N:20]=[C:19]([CH:22]([O:25][CH3:26])[O:23][CH3:24])[C:18]([CH2:27][N:28]4[CH2:33][CH2:32][N:31](C(OCC[Si](C)(C)C)=O)[CH2:30][C:29]4=[O:43])=[CH:17][C:16]=3[CH2:15][CH2:14][CH2:13]2)=[O:11])=[N:7][CH:8]=1)#[N:2].O.O.[F-].C([N+](CC)(CC)CC)C. (2) Given the product [C:1]([C:3]1[CH:44]=[CH:43][C:6]2[NH:7][C:8]([C:10]([C:16]3[C:24]([O:25][CH3:26])=[CH:23][C:22]([CH3:27])=[C:21]4[C:17]=3[CH:18]=[CH:19][N:20]4[C:28]([O:30][C:31]([CH3:34])([CH3:32])[CH3:33])=[O:29])([NH:46][CH3:45])[C:11]([F:14])([F:12])[F:13])=[N:9][C:5]=2[CH:4]=1)#[N:2], predict the reactants needed to synthesize it. The reactants are: [C:1]([C:3]1[CH:44]=[CH:43][C:6]2[N:7](COCC[Si](C)(C)C)[C:8]([C:10]([C:16]3[C:24]([O:25][CH3:26])=[CH:23][C:22]([CH3:27])=[C:21]4[C:17]=3[CH:18]=[CH:19][N:20]4[C:28]([O:30][C:31]([CH3:34])([CH3:33])[CH3:32])=[O:29])(O)[C:11]([F:14])([F:13])[F:12])=[N:9][C:5]=2[CH:4]=1)#[N:2].[C:45](C1C=CC2N=C(C(C3C(OC)=CC(C)=C4C=3C=CN4C(OC(C)(C)C)=O)(O)C(F)(F)F)N(COCC[Si](C)(C)C)C=2C=1)#[N:46].Cl.CO.S(Cl)(Cl)=O.CCO. (3) The reactants are: [CH2:1]([O:3][C:4]([C@@:6]1([NH:11]C(OC(C)(C)C)=O)[CH2:8][C@H:7]1[CH:9]=[CH2:10])=[O:5])[CH3:2].S(=O)(=O)(O)O. Given the product [CH2:1]([O:3][C:4]([C@@:6]1([NH2:11])[CH2:8][C@H:7]1[CH:9]=[CH2:10])=[O:5])[CH3:2], predict the reactants needed to synthesize it. (4) Given the product [F:1][C:2]1[CH:3]=[CH:4][C:5]2[N:6]([C:10]([C:11]3[CH:16]=[CH:15][C:14]([CH2:17][N:18]4[CH2:23][CH2:22][O:21][CH2:20][CH2:19]4)=[CH:13][CH:12]=3)=[N:9][N:8]=2)[CH:7]=1, predict the reactants needed to synthesize it. The reactants are: [F:1][C:2]1[CH:3]=[CH:4][C:5]([NH:8][NH:9][C:10](=O)[C:11]2[CH:16]=[CH:15][C:14]([CH2:17][N:18]3[CH2:23][CH2:22][O:21][CH2:20][CH2:19]3)=[CH:13][CH:12]=2)=[N:6][CH:7]=1.C1(P(C2C=CC=CC=2)C2C=CC=CC=2)C=CC=CC=1.C(N(CC)CC)C.ClC(Cl)(Cl)C(Cl)(Cl)Cl. (5) Given the product [Br:1][C:2]1[CH:3]=[CH:4][CH:5]=[C:6]2[C:11]=1[N:10]=[C:9]([Cl:12])[N:8]=[CH:7]2, predict the reactants needed to synthesize it. The reactants are: [Br:1][C:2]1[CH:3]=[CH:4][CH:5]=[C:6]2[C:11]=1[N:10]=[C:9]([Cl:12])[N:8]=[C:7]2N.N(OCCC(C)C)=O. (6) Given the product [Br:25][C:26]1[CH:27]=[CH:28][C:29]([CH3:46])=[C:30]([C:32]2[C:33](=[O:34])[NH:35][C:36]3([CH2:37][CH2:38][CH2:39][CH2:40][CH2:41]3)[C:42]=2[OH:44])[CH:31]=1, predict the reactants needed to synthesize it. The reactants are: BrC1C=CC(Cl)=C(C2C(=O)NC3(CCC(C(F)(F)F)CC3)C=2O)C=1.[Br:25][C:26]1[CH:27]=[CH:28][C:29]([CH3:46])=[C:30]([CH2:32][C:33]([NH:35][C:36]2([C:42]([O:44]C)=O)[CH2:41][CH2:40][CH2:39][CH2:38][CH2:37]2)=[O:34])[CH:31]=1. (7) Given the product [ClH:50].[NH2:1][C:2]1[CH:3]=[CH:4][C:5]([C:6]([N:8]2[CH2:14][C@H:13]([NH:15][C:16](=[O:28])[C@@H:17]([NH:19][CH3:20])[CH3:18])[C:12](=[O:29])[N:11]([CH2:30][C:31]3[C:40]4[C:35](=[CH:36][CH:37]=[CH:38][CH:39]=4)[CH:34]=[CH:33][C:32]=3[CH3:41])[C:10]3[CH:42]=[CH:43][CH:44]=[CH:45][C:9]2=3)=[O:7])=[CH:46][CH:47]=1, predict the reactants needed to synthesize it. The reactants are: [NH2:1][C:2]1[CH:47]=[CH:46][C:5]([C:6]([N:8]2[CH2:14][C@H:13]([NH:15][C:16](=[O:28])[C@@H:17]([N:19](C)[C:20](=O)OC(C)(C)C)[CH3:18])[C:12](=[O:29])[N:11]([CH2:30][C:31]3[C:40]4[C:35](=[CH:36][CH:37]=[CH:38][CH:39]=4)[CH:34]=[CH:33][C:32]=3[CH3:41])[C:10]3[CH:42]=[CH:43][CH:44]=[CH:45][C:9]2=3)=[O:7])=[CH:4][CH:3]=1.CO.[ClH:50].